This data is from Forward reaction prediction with 1.9M reactions from USPTO patents (1976-2016). The task is: Predict the product of the given reaction. (1) Given the reactants [O:1]=[C:2]1[CH:11]=[CH:10][C:9]2[CH2:8][CH2:7][C:6](=[O:12])[N:5]3[CH2:13][C@@H:14]([CH2:15][N:16]4[CH2:21][CH2:20][C:19]([NH:23][C:24](=[O:29])[C:25]([F:28])([F:27])[F:26])([CH3:22])[CH2:18][CH2:17]4)[N:3]1[C:4]=23.C(C1C(=O)C(Cl)=C(Cl)C(=O)C=1C#N)#N.C([O-])([O-])=O.[K+].[K+], predict the reaction product. The product is: [O:12]=[C:6]1[CH:7]=[CH:8][C:9]2[CH:10]=[CH:11][C:2](=[O:1])[N:3]3[C@H:14]([CH2:15][N:16]4[CH2:17][CH2:18][C:19]([NH:23][C:24](=[O:29])[C:25]([F:28])([F:27])[F:26])([CH3:22])[CH2:20][CH2:21]4)[CH2:13][N:5]1[C:4]=23. (2) The product is: [Br:1][C:2]1[S:10][C:9]2[C:8](=[O:11])[N:7]([CH:12]3[CH2:17][CH2:16][N:15]([C:18]([O:20][C:21]([CH3:22])([CH3:24])[CH3:23])=[O:19])[CH2:14][CH2:13]3)[C:6](=[O:25])[N:5]([CH2:33][C:34]3[CH:39]=[CH:38][C:37]([O:40][CH3:41])=[C:36]([F:42])[CH:35]=3)[C:4]=2[CH:3]=1. Given the reactants [Br:1][C:2]1[S:10][C:9]2[C:8](=[O:11])[N:7]([CH:12]3[CH2:17][CH2:16][N:15]([C:18]([O:20][C:21]([CH3:24])([CH3:23])[CH3:22])=[O:19])[CH2:14][CH2:13]3)[C:6](=[O:25])[NH:5][C:4]=2[CH:3]=1.C(=O)([O-])[O-].[K+].[K+].Cl[CH2:33][C:34]1[CH:39]=[CH:38][C:37]([O:40][CH3:41])=[C:36]([F:42])[CH:35]=1, predict the reaction product. (3) Given the reactants [CH2:1]([C:5]1[CH:10]=[CH:9][C:8]([S:11](Cl)(=[O:13])=[O:12])=[CH:7][CH:6]=1)[CH2:2][CH2:3][CH3:4].[NH2:15][C:16]1[CH:20]=[CH:19][S:18][C:17]=1[C:21]([O:23][CH3:24])=[O:22].N1C=CC=CC=1, predict the reaction product. The product is: [CH2:1]([C:5]1[CH:10]=[CH:9][C:8]([S:11]([NH:15][C:16]2[CH:20]=[CH:19][S:18][C:17]=2[C:21]([O:23][CH3:24])=[O:22])(=[O:13])=[O:12])=[CH:7][CH:6]=1)[CH2:2][CH2:3][CH3:4].